This data is from Forward reaction prediction with 1.9M reactions from USPTO patents (1976-2016). The task is: Predict the product of the given reaction. The product is: [CH3:22][C:3]1[S:4][C:5]2=[N:10][C:9]([CH2:11][N:12]3[CH:16]=[CH:15][C:14]([C:17]([F:20])([F:19])[F:18])=[N:13]3)=[CH:8][C:7](=[O:21])[N:6]2[C:2]=1[C:24]#[N:25]. Given the reactants Br[C:2]1[N:6]2[C:7](=[O:21])[CH:8]=[C:9]([CH2:11][N:12]3[CH:16]=[CH:15][C:14]([C:17]([F:20])([F:19])[F:18])=[N:13]3)[N:10]=[C:5]2[S:4][C:3]=1[CH3:22].[Cu][C:24]#[N:25], predict the reaction product.